This data is from NCI-60 drug combinations with 297,098 pairs across 59 cell lines. The task is: Regression. Given two drug SMILES strings and cell line genomic features, predict the synergy score measuring deviation from expected non-interaction effect. (1) Drug 1: CCC(=C(C1=CC=CC=C1)C2=CC=C(C=C2)OCCN(C)C)C3=CC=CC=C3.C(C(=O)O)C(CC(=O)O)(C(=O)O)O. Drug 2: COC1=C2C(=CC3=C1OC=C3)C=CC(=O)O2. Cell line: NCIH23. Synergy scores: CSS=19.4, Synergy_ZIP=-6.75, Synergy_Bliss=-3.13, Synergy_Loewe=-3.21, Synergy_HSA=-0.988. (2) Drug 1: CC1=C(C=C(C=C1)C(=O)NC2=CC(=CC(=C2)C(F)(F)F)N3C=C(N=C3)C)NC4=NC=CC(=N4)C5=CN=CC=C5. Drug 2: C1CN(CCN1C(=O)CCBr)C(=O)CCBr. Cell line: SN12C. Synergy scores: CSS=25.7, Synergy_ZIP=-1.87, Synergy_Bliss=9.01, Synergy_Loewe=2.17, Synergy_HSA=2.33.